From a dataset of NCI-60 drug combinations with 297,098 pairs across 59 cell lines. Regression. Given two drug SMILES strings and cell line genomic features, predict the synergy score measuring deviation from expected non-interaction effect. (1) Drug 1: C1CCC(C1)C(CC#N)N2C=C(C=N2)C3=C4C=CNC4=NC=N3. Drug 2: CCC1(CC2CC(C3=C(CCN(C2)C1)C4=CC=CC=C4N3)(C5=C(C=C6C(=C5)C78CCN9C7C(C=CC9)(C(C(C8N6C)(C(=O)OC)O)OC(=O)C)CC)OC)C(=O)OC)O.OS(=O)(=O)O. Cell line: SK-MEL-28. Synergy scores: CSS=8.76, Synergy_ZIP=-5.87, Synergy_Bliss=0.477, Synergy_Loewe=-19.3, Synergy_HSA=-3.40. (2) Drug 1: C1=C(C(=O)NC(=O)N1)N(CCCl)CCCl. Drug 2: COCCOC1=C(C=C2C(=C1)C(=NC=N2)NC3=CC=CC(=C3)C#C)OCCOC.Cl. Cell line: OVCAR-8. Synergy scores: CSS=18.7, Synergy_ZIP=-9.77, Synergy_Bliss=-0.979, Synergy_Loewe=-2.23, Synergy_HSA=-0.158. (3) Drug 1: COC1=NC(=NC2=C1N=CN2C3C(C(C(O3)CO)O)O)N. Drug 2: C1=CC=C(C=C1)NC(=O)CCCCCCC(=O)NO. Cell line: CCRF-CEM. Synergy scores: CSS=69.9, Synergy_ZIP=1.90, Synergy_Bliss=0.133, Synergy_Loewe=-10.3, Synergy_HSA=-0.510. (4) Drug 1: CC12CCC(CC1=CCC3C2CCC4(C3CC=C4C5=CN=CC=C5)C)O. Drug 2: CN(C)N=NC1=C(NC=N1)C(=O)N. Cell line: OVCAR-8. Synergy scores: CSS=2.34, Synergy_ZIP=-0.900, Synergy_Bliss=-0.633, Synergy_Loewe=-5.93, Synergy_HSA=-3.32.